Dataset: Reaction yield outcomes from USPTO patents with 853,638 reactions. Task: Predict the reaction yield, written as a fraction of the theoretical maximum amount of product (1.0 means a 100% yield; for example, 0.34 means a 34% yield). The reactants are Cl.[NH2:2][OH:3].C([O-])(=O)C.[Na+].[CH2:9]1[C:13]2[C:14]3[CH2:20][CH2:19][CH2:18][CH2:17][C:15]=3[S:16][C:12]=2[C:11](=O)[CH2:10]1. The catalyst is CO. The product is [CH2:9]1[C:13]2[C:14]3[CH2:20][CH2:19][CH2:18][CH2:17][C:15]=3[S:16][C:12]=2[C:11](=[N:2][OH:3])[CH2:10]1. The yield is 0.840.